This data is from Forward reaction prediction with 1.9M reactions from USPTO patents (1976-2016). The task is: Predict the product of the given reaction. Given the reactants Cl.[CH3:2][O:3][C:4]1[CH:5]=[C:6]([C:12]2[C:13]([CH3:25])([CH3:24])[C:14](=[O:23])[N:15]([CH:17]3[CH2:22][CH2:21][NH:20][CH2:19][CH2:18]3)[N:16]=2)[CH:7]=[CH:8][C:9]=1[O:10][CH3:11].[N:26]1[C:35]2[C:30](=[CH:31][CH:32]=[CH:33][CH:34]=2)[N:29]=[CH:28][C:27]=1[C:36](O)=[O:37], predict the reaction product. The product is: [CH3:2][O:3][C:4]1[CH:5]=[C:6]([C:12]2[C:13]([CH3:25])([CH3:24])[C:14](=[O:23])[N:15]([CH:17]3[CH2:22][CH2:21][N:20]([C:36]([C:27]4[CH:28]=[N:29][C:30]5[C:35](=[CH:34][CH:33]=[CH:32][CH:31]=5)[N:26]=4)=[O:37])[CH2:19][CH2:18]3)[N:16]=2)[CH:7]=[CH:8][C:9]=1[O:10][CH3:11].